This data is from Forward reaction prediction with 1.9M reactions from USPTO patents (1976-2016). The task is: Predict the product of the given reaction. (1) Given the reactants [CH3:1][C:2]1[N:3]=[C:4]([C:7]#[N:8])[NH:5][CH:6]=1.[OH-].[Na+].[I:11]I, predict the reaction product. The product is: [I:11][C:6]1[NH:5][C:4]([C:7]#[N:8])=[N:3][C:2]=1[CH3:1]. (2) Given the reactants BrC1[CH:3]=[CH:4][C:5]([N+:10]([O-])=O)=C(C=1)C=O.[CH3:13][C:14]1(C)C(C)(C)OB(C2C=CC(N3CCCC3=O)=CC=2)O1.[C:34](=[O:37])([O-])[O-:35].[Cs+].[Cs+].Cl.[N+:41]([C:44]1[CH:49]=[CH:48][C:47]([C:50]2[CH:55]=[CH:54][C:53]([N:56]3[CH2:60][CH2:59][CH2:58][C:57]3=[O:61])=[CH:52][CH:51]=2)=[CH:46][C:45]=1[CH:62]=O)([O-])=O, predict the reaction product. The product is: [NH2:10][C:5]1[CH2:4][C:3]([C:34]([O:35][CH2:13][CH3:14])=[O:37])=[CH:62][C:45]2[CH:46]=[C:47]([C:50]3[CH:55]=[CH:54][C:53]([N:56]4[CH2:60][CH2:59][CH2:58][C:57]4=[O:61])=[CH:52][CH:51]=3)[CH:48]=[CH:49][C:44]=2[N:41]=1. (3) Given the reactants [Cl:1][C:2]1[C:3]([CH2:8][C:9]#[N:10])=[N:4][CH:5]=[CH:6][CH:7]=1.[H-].[Na+].Cl[CH2:14][CH2:15][N:16]([CH2:20][C:21]1[CH:26]=[CH:25][C:24]([O:27][CH3:28])=[CH:23][CH:22]=1)[CH2:17][CH2:18]Cl.O, predict the reaction product. The product is: [Cl:1][C:2]1[C:3]([C:8]2([C:9]#[N:10])[CH2:18][CH2:17][N:16]([CH2:20][C:21]3[CH:22]=[CH:23][C:24]([O:27][CH3:28])=[CH:25][CH:26]=3)[CH2:15][CH2:14]2)=[N:4][CH:5]=[CH:6][CH:7]=1. (4) Given the reactants [Cl:1][C:2]1[C:3]2[CH:10]=[CH:9][NH:8][C:4]=2[N:5]=[CH:6][N:7]=1.[C:11]([O:15][C:16](=[O:36])[N:17]([CH2:26][C:27]1[C:28]([O:34][CH3:35])=[N:29][CH:30]=[C:31]([F:33])[CH:32]=1)[C:18]1[CH:23]=[CH:22][C:21]([CH:24]=[O:25])=[CH:20][N:19]=1)([CH3:14])([CH3:13])[CH3:12].C(=O)([O-])[O-].[Cs+].[Cs+].Cl, predict the reaction product. The product is: [C:11]([O:15][C:16](=[O:36])[N:17]([C:18]1[CH:23]=[CH:22][C:21]([CH:24]([C:10]2[C:3]3[C:2]([Cl:1])=[N:7][CH:6]=[N:5][C:4]=3[NH:8][CH:9]=2)[OH:25])=[CH:20][N:19]=1)[CH2:26][C:27]1[C:28]([O:34][CH3:35])=[N:29][CH:30]=[C:31]([F:33])[CH:32]=1)([CH3:14])([CH3:12])[CH3:13]. (5) Given the reactants [N:1]1([C:7]([O:9][C:10]([CH3:13])([CH3:12])[CH3:11])=[O:8])[CH2:6][CH2:5][NH:4][CH2:3][CH2:2]1.CCN(C(C)C)C(C)C.[Br:23][C:24]1[CH:29]=[CH:28][C:27]([S:30](Cl)(=[O:32])=[O:31])=[C:26]([CH3:34])[CH:25]=1.[NH4+].[Cl-], predict the reaction product. The product is: [Br:23][C:24]1[CH:29]=[CH:28][C:27]([S:30]([N:4]2[CH2:5][CH2:6][N:1]([C:7]([O:9][C:10]([CH3:13])([CH3:12])[CH3:11])=[O:8])[CH2:2][CH2:3]2)(=[O:32])=[O:31])=[C:26]([CH3:34])[CH:25]=1.